From a dataset of Full USPTO retrosynthesis dataset with 1.9M reactions from patents (1976-2016). Predict the reactants needed to synthesize the given product. (1) Given the product [CH2:1]([O:8][N:9]1[C:14](=[O:15])[C:13]2[CH:16]=[C:17]([F:21])[C:18]([N:35]3[CH2:36][CH2:37][CH:33]([NH:32][C:30]([O:29][C:25]([CH3:28])([CH3:27])[CH3:26])=[O:31])[CH2:34]3)=[N:19][C:12]=2[N:11]([CH2:22][CH3:23])[C:10]1=[O:24])[C:2]1[CH:7]=[CH:6][CH:5]=[CH:4][CH:3]=1, predict the reactants needed to synthesize it. The reactants are: [CH2:1]([O:8][N:9]1[C:14](=[O:15])[C:13]2[CH:16]=[C:17]([F:21])[C:18](Cl)=[N:19][C:12]=2[N:11]([CH2:22][CH3:23])[C:10]1=[O:24])[C:2]1[CH:7]=[CH:6][CH:5]=[CH:4][CH:3]=1.[C:25]([O:29][C:30]([NH:32][CH:33]1[CH2:37][CH2:36][NH:35][CH2:34]1)=[O:31])([CH3:28])([CH3:27])[CH3:26].C(N(CC)CC)C. (2) Given the product [NH2:28][C:26]1[S:27][CH:2]=[C:3]([C:5]2[CH2:6][CH2:7][CH2:8][C:9]3([CH3:24])[C:13]=2[N:12]([CH2:14][C:15]2[CH:20]=[CH:19][CH:18]=[C:17]([O:21][CH3:22])[CH:16]=2)[C:11](=[O:23])[CH2:10]3)[N:25]=1, predict the reactants needed to synthesize it. The reactants are: Br[CH2:2][C:3]([C:5]1[CH2:6][CH2:7][CH2:8][C:9]2([CH3:24])[C:13]=1[N:12]([CH2:14][C:15]1[CH:20]=[CH:19][CH:18]=[C:17]([O:21][CH3:22])[CH:16]=1)[C:11](=[O:23])[CH2:10]2)=O.[NH2:25][C:26]([NH2:28])=[S:27].CCOCC. (3) Given the product [CH2:15]([O:14][C:12]([N:9]1[CH2:10][CH2:11][CH:6]([CH2:4][OH:3])[CH2:7][CH2:8]1)=[O:13])[C:16]1[CH:21]=[CH:20][CH:19]=[CH:18][CH:17]=1, predict the reactants needed to synthesize it. The reactants are: C([O:3][C:4]([CH:6]1[CH2:11][CH2:10][N:9]([C:12]([O:14][CH2:15][C:16]2[CH:21]=[CH:20][CH:19]=[CH:18][CH:17]=2)=[O:13])[CH2:8][CH2:7]1)=O)C.[H-].[Al+3].[Li+].[H-].[H-].[H-].[OH-].[Na+]. (4) Given the product [CH2:16]([O:15][C:12]1[CH:13]=[CH:14][C:9]([CH2:8][CH2:7][C:2]2([CH2:5][OH:6])[CH2:3][O:4][C:23]([CH3:24])=[N:1]2)=[CH:10][CH:11]=1)[C:17]1[CH:22]=[CH:21][CH:20]=[CH:19][CH:18]=1, predict the reactants needed to synthesize it. The reactants are: [NH2:1][C:2]([CH2:7][CH2:8][C:9]1[CH:14]=[CH:13][C:12]([O:15][CH2:16][C:17]2[CH:22]=[CH:21][CH:20]=[CH:19][CH:18]=2)=[CH:11][CH:10]=1)([CH2:5][OH:6])[CH2:3][OH:4].[CH2:23](C(CC)(CC)C([O-])([O-])[O-])[CH3:24].C(O)(=O)C. (5) Given the product [CH2:1]([O:3][C:4]([C:6]1[S:10][C:9]([C:17]2[NH:13][N:14]=[CH:15][CH:16]=2)=[N:8][C:7]=1[CH3:12])=[O:5])[CH3:2], predict the reactants needed to synthesize it. The reactants are: [CH2:1]([O:3][C:4]([C:6]1[S:10][C:9](Br)=[N:8][C:7]=1[CH3:12])=[O:5])[CH3:2].[NH:13]1[C:17](B(O)O)=[CH:16][CH:15]=[N:14]1.C(=O)([O-])[O-].[K+].[K+]. (6) Given the product [C:26]([O-:35])(=[O:34])[CH2:27][CH2:28][CH2:29][CH2:30][CH2:31][CH2:32][CH3:33].[CH2:22]([P+:16]([CH2:12][CH:13]([CH3:15])[CH3:14])([CH2:18][CH:19]([CH3:21])[CH3:20])[CH3:17])[CH:23]([CH3:25])[CH3:24], predict the reactants needed to synthesize it. The reactants are: S(C1C=CC(C)=CC=1)([O-])(=O)=O.[CH2:12]([P+:16]([CH2:22][CH:23]([CH3:25])[CH3:24])([CH2:18][CH:19]([CH3:21])[CH3:20])[CH3:17])[CH:13]([CH3:15])[CH3:14].[C:26]([O-:35])(=[O:34])[CH2:27][CH2:28][CH2:29][CH2:30][CH2:31][CH2:32][CH3:33].[Na+].